This data is from Forward reaction prediction with 1.9M reactions from USPTO patents (1976-2016). The task is: Predict the product of the given reaction. (1) Given the reactants [Cl:1][C:2]1[CH:3]=[CH:4][C:5]([C:31]([F:34])([F:33])[F:32])=[C:6]([CH:30]=1)[CH2:7][N:8]1[CH2:13][CH2:12][NH:11][C:10]2[N:14]=[CH:15][C:16]([C:18]3[CH:23]=[CH:22][N:21]=[C:20]([N:24]4[CH2:29][CH2:28][NH:27][CH2:26][CH2:25]4)[CH:19]=3)=[CH:17][C:9]1=2.[C:35](Cl)(=[O:37])[CH3:36].C(N(CC)CC)C, predict the reaction product. The product is: [Cl:1][C:2]1[CH:3]=[CH:4][C:5]([C:31]([F:32])([F:34])[F:33])=[C:6]([CH:30]=1)[CH2:7][N:8]1[CH2:13][CH2:12][NH:11][C:10]2[N:14]=[CH:15][C:16]([C:18]3[CH:23]=[CH:22][N:21]=[C:20]([N:24]4[CH2:25][CH2:26][N:27]([C:35](=[O:37])[CH3:36])[CH2:28][CH2:29]4)[CH:19]=3)=[CH:17][C:9]1=2. (2) Given the reactants [F:1][C:2]1[CH:7]=[C:6]([C:8]2[CH:13]=[CH:12][N:11]=[C:10]3[NH:14][C:15]([C:17]4[CH:18]=[N:19][N:20]([CH3:22])[CH:21]=4)=[N:16][C:9]=23)[CH:5]=[CH:4][C:3]=1[CH2:23][NH2:24].[C:25]([O:29][CH:30]1[CH2:33][CH:32]([C:34](O)=[O:35])[CH2:31]1)([CH3:28])([CH3:27])[CH3:26].CN(C(ON1N=NC2C=CC=NC1=2)=[N+](C)C)C.F[P-](F)(F)(F)(F)F.CCN(C(C)C)C(C)C, predict the reaction product. The product is: [C:25]([O:29][CH:30]1[CH2:33][CH:32]([C:34]([NH:24][CH2:23][C:3]2[CH:4]=[CH:5][C:6]([C:8]3[CH:13]=[CH:12][N:11]=[C:10]4[NH:14][C:15]([C:17]5[CH:18]=[N:19][N:20]([CH3:22])[CH:21]=5)=[N:16][C:9]=34)=[CH:7][C:2]=2[F:1])=[O:35])[CH2:31]1)([CH3:28])([CH3:27])[CH3:26].